Dataset: Peptide-MHC class II binding affinity with 134,281 pairs from IEDB. Task: Regression. Given a peptide amino acid sequence and an MHC pseudo amino acid sequence, predict their binding affinity value. This is MHC class II binding data. (1) The MHC is HLA-DPA10103-DPB10301 with pseudo-sequence HLA-DPA10103-DPB10301. The peptide sequence is AGSYAADLGYGPATP. The binding affinity (normalized) is 0.242. (2) The peptide sequence is TRVVLSEMKEAFHGL. The MHC is DRB1_0701 with pseudo-sequence DRB1_0701. The binding affinity (normalized) is 0.432. (3) The peptide sequence is KGSNPNYLALLVKFV. The MHC is HLA-DQA10401-DQB10402 with pseudo-sequence HLA-DQA10401-DQB10402. The binding affinity (normalized) is 0.132. (4) The peptide sequence is EWATPFPHRKGVLFN. The MHC is DRB1_0901 with pseudo-sequence DRB1_0901. The binding affinity (normalized) is 0. (5) The peptide sequence is KKLTIAYLVGSNMTQRV. The MHC is HLA-DQA10501-DQB10402 with pseudo-sequence HLA-DQA10501-DQB10402. The binding affinity (normalized) is 0.435. (6) The peptide sequence is YVENGLISRVLDGLV. The MHC is DRB1_1302 with pseudo-sequence DRB1_1302. The binding affinity (normalized) is 0.398. (7) The peptide sequence is YPKYVKQNTLKLAT. The MHC is HLA-DQA10501-DQB10201 with pseudo-sequence HLA-DQA10501-DQB10201. The binding affinity (normalized) is 0.0521.